This data is from Forward reaction prediction with 1.9M reactions from USPTO patents (1976-2016). The task is: Predict the product of the given reaction. (1) Given the reactants C([NH:4][C@:5]1([C:22](NC(C)(C)C)=[O:23])[C@@H:9]([CH2:10][CH2:11][CH2:12][B:13]2[O:17]C(C)(C)C(C)(C)[O:14]2)[CH2:8][NH:7][CH2:6]1)(=O)C.S([O-])([O-])(=O)=O.[Na+].[Na+].[CH3:36][N:37]([CH3:44])[CH2:38][C:39]([CH3:43])([CH3:42])[CH:40]=O.C(O[BH-](OC(=O)C)OC(=O)C)(=[O:47])C.[Na+].C(=O)([O-])[O-].[Na+].[Na+], predict the reaction product. The product is: [NH2:4][C@:5]1([C:22]([OH:23])=[O:47])[C@@H:9]([CH2:10][CH2:11][CH2:12][B:13]([OH:14])[OH:17])[CH2:8][N:7]([CH2:40][C:39]([CH3:43])([CH3:42])[CH2:38][N:37]([CH3:44])[CH3:36])[CH2:6]1. (2) Given the reactants C[O:2][C:3]1[C:8]2[O:9][C:10]([C:12]3[O:13][C:14]([CH3:17])=[N:15][N:16]=3)=[CH:11][C:7]=2[CH:6]=[CH:5][CH:4]=1.B(Br)(Br)Br, predict the reaction product. The product is: [OH:2][C:3]1[C:8]2[O:9][C:10]([C:12]3[O:13][C:14]([CH3:17])=[N:15][N:16]=3)=[CH:11][C:7]=2[CH:6]=[CH:5][CH:4]=1. (3) The product is: [CH3:1][CH:2]1[CH2:11][CH2:10][C:9]2[C:4](=[CH:5][CH:6]=[CH:7][CH:8]=2)[NH:3]1. Given the reactants [CH3:1][C:2]1[CH:11]=[CH:10][C:9]2[C:4](=[CH:5][CH:6]=[CH:7][CH:8]=2)[N:3]=1.C(O)=O.C(N(CC)CC)C.C(=O)([O-])[O-].[K+].[K+], predict the reaction product. (4) The product is: [CH2:20]([NH:19][C:14]1[C:13]([C:11]([C:6]2[C:5]3[C:9](=[C:10]([Cl:35])[CH:2]=[CH:3][CH:4]=3)[NH:8][CH:7]=2)=[O:12])=[CH:18][CH:17]=[CH:16][N:15]=1)[C:24]1[CH:23]=[CH:22][CH:21]=[CH:27][CH:26]=1. Given the reactants Cl[C:2]1[CH:10]=[C:9]2[C:5]([C:6]([C:11]([C:13]3[C:14]([NH:19][CH:20]4[CH2:24][CH2:23][CH2:22][CH2:21]4)=[N:15][CH:16]=[CH:17][CH:18]=3)=[O:12])=[CH:7][NH:8]2)=[CH:4][CH:3]=1.Cl[C:26]1C=C2C(C=CN2)=C[CH:27]=1.[Cl:35]C1C=CC=C2C=1NC=C2.C1(N)CCCC1.C(N)C1C=CC=CC=1, predict the reaction product. (5) The product is: [OH:8][N:9]1[C:15](=[O:16])[N:14]2[CH2:17][C@H:10]1[CH2:11][CH2:12][C@H:13]2[C:18]([NH:20][C:21]1[CH:26]=[CH:25][N:24]=[C:23]([O:27][CH3:28])[CH:22]=1)=[O:19]. Given the reactants C([O:8][N:9]1[C:15](=[O:16])[N:14]2[CH2:17][C@H:10]1[CH2:11][CH2:12][C@H:13]2[C:18]([NH:20][C:21]1[CH:26]=[CH:25][N:24]=[C:23]([O:27][CH3:28])[CH:22]=1)=[O:19])C1C=CC=CC=1, predict the reaction product.